From a dataset of Full USPTO retrosynthesis dataset with 1.9M reactions from patents (1976-2016). Predict the reactants needed to synthesize the given product. (1) Given the product [CH:1]([NH:4][C:5]1[C:10]([C:11]([OH:13])=[O:12])=[CH:9][N:8]=[C:7]([S:16][CH3:17])[N:6]=1)([CH3:3])[CH3:2], predict the reactants needed to synthesize it. The reactants are: [CH:1]([NH:4][C:5]1[C:10]([C:11]([O:13]CC)=[O:12])=[CH:9][N:8]=[C:7]([S:16][CH3:17])[N:6]=1)([CH3:3])[CH3:2].[OH-].[Na+].C(O)(=O)CC(CC(O)=O)(C(O)=O)O. (2) The reactants are: C(Cl)CCl.[CH3:5][C:6]1[CH:7]=[C:8]2[C:12](=[CH:13][CH:14]=1)[N:11]([CH2:15][CH:16]([CH3:18])[CH3:17])[CH:10]=[C:9]2[C:19]1[O:20][CH:21]=[C:22]([C:24](O)=[O:25])[N:23]=1.[C:27]1([S:33]([NH2:36])(=[O:35])=[O:34])[CH:32]=[CH:31][CH:30]=[CH:29][CH:28]=1.Cl. Given the product [CH3:5][C:6]1[CH:7]=[C:8]2[C:12](=[CH:13][CH:14]=1)[N:11]([CH2:15][CH:16]([CH3:17])[CH3:18])[CH:10]=[C:9]2[C:19]1[O:20][CH:21]=[C:22]([C:24]([NH:36][S:33]([C:27]2[CH:32]=[CH:31][CH:30]=[CH:29][CH:28]=2)(=[O:35])=[O:34])=[O:25])[N:23]=1, predict the reactants needed to synthesize it. (3) Given the product [N+:5]([C:8]1[CH:9]=[C:10]([N:14]2[C:18](=[O:19])[CH2:17][CH:16]([C:20]([O:22][CH3:23])=[O:21])[CH2:15]2)[CH:11]=[CH:12][CH:13]=1)([O-:7])=[O:6], predict the reactants needed to synthesize it. The reactants are: S(Cl)(Cl)=O.[N+:5]([C:8]1[CH:9]=[C:10]([N:14]2[C:18](=[O:19])[CH2:17][CH:16]([C:20]([OH:22])=[O:21])[CH2:15]2)[CH:11]=[CH:12][CH:13]=1)([O-:7])=[O:6].[CH3:23]O. (4) Given the product [Cl:1][C:2]1[CH:3]=[C:4]([C:5]2[O:7][N:47]=[C:44]([C:43]3[C:38]([CH2:36][CH3:37])=[C:39]([O:49][CH2:50][CH2:51][CH2:52][C:53]([O:55][CH2:56][CH3:57])=[O:54])[CH:40]=[CH:41][CH:42]=3)[N:45]=2)[CH:8]=[CH:9][C:10]=1[O:11][CH:12]([CH3:14])[CH3:13], predict the reactants needed to synthesize it. The reactants are: [Cl:1][C:2]1[CH:3]=[C:4]([CH:8]=[CH:9][C:10]=1[O:11][CH:12]([CH3:14])[CH3:13])[C:5]([OH:7])=O.CCN=C=NCCCN(C)C.C1C=CC2N(O)N=NC=2C=1.[CH2:36]([C:38]1[C:43](/[C:44](/[NH:47]O)=[N:45]/[H])=[CH:42][CH:41]=[CH:40][C:39]=1[O:49][CH2:50][CH2:51][CH2:52][C:53]([O:55][CH2:56][CH3:57])=[O:54])[CH3:37].CCCC[N+](CCCC)(CCCC)CCCC.[F-].